From a dataset of Full USPTO retrosynthesis dataset with 1.9M reactions from patents (1976-2016). Predict the reactants needed to synthesize the given product. Given the product [CH:6]([C:5]1[CH:4]=[C:3]([N+:10]([O-:12])=[O:11])[C:2]([C:20]2[CH:25]=[CH:24][C:23]([C:13]([OH:14])=[O:16])=[CH:22][CH:21]=2)=[CH:9][CH:8]=1)=[O:7], predict the reactants needed to synthesize it. The reactants are: Cl[C:2]1[CH:9]=[CH:8][C:5]([CH:6]=[O:7])=[CH:4][C:3]=1[N+:10]([O-:12])=[O:11].[C:13](=[O:16])([O-])[O-:14].[Na+].[Na+].[Cl-].[CH:20]1[CH:25]=[C:24](S([O-])(=O)=O)[CH:23]=[C:22](P([C:20]2[CH:25]=[CH:24][CH:23]=[C:22](S([O-])(=O)=O)[CH:21]=2)[C:20]2[CH:25]=[CH:24][CH:23]=[C:22](S([O-])(=O)=O)[CH:21]=2)[CH:21]=1.[Na+].[Na+].[Na+].Cl.